From a dataset of Forward reaction prediction with 1.9M reactions from USPTO patents (1976-2016). Predict the product of the given reaction. (1) Given the reactants C(OC(=O)[NH:7][CH:8]1[CH2:13][CH2:12][NH:11][CH2:10][CH2:9]1)(C)(C)C.[F:15][C:16]1[CH:17]=[C:18]([CH:21]=[C:22]([F:25])[C:23]=1[F:24])[CH2:19]Br.C(N(C(C)C)CC)(C)C.FC(F)(F)C(O)=O, predict the reaction product. The product is: [F:15][C:16]1[CH:17]=[C:18]([CH:21]=[C:22]([F:25])[C:23]=1[F:24])[CH2:19][N:11]1[CH2:10][CH2:9][CH:8]([NH2:7])[CH2:13][CH2:12]1. (2) Given the reactants [NH2:1][C@H:2]1[CH2:6][CH2:5][C@H:4]([OH:7])[CH2:3]1.Cl[C:9]1[C:14]([C:15]#[N:16])=[CH:13][N:12]=[C:11]([S:17][CH3:18])[N:10]=1, predict the reaction product. The product is: [OH:7][C@H:4]1[CH2:5][CH2:6][C@H:2]([NH:1][C:9]2[C:14]([C:15]#[N:16])=[CH:13][N:12]=[C:11]([S:17][CH3:18])[N:10]=2)[CH2:3]1.